Dataset: Choline transporter screen with 302,306 compounds. Task: Binary Classification. Given a drug SMILES string, predict its activity (active/inactive) in a high-throughput screening assay against a specified biological target. (1) The molecule is O1CCN(CC1)CCOC(=O)c1c(O)cc(OCC(C)C)cc1. The result is 0 (inactive). (2) The molecule is S(=O)(=O)(N1CCN(CC1)C(=S)Nc1ccc(OC)cc1)C. The result is 0 (inactive).